Dataset: Full USPTO retrosynthesis dataset with 1.9M reactions from patents (1976-2016). Task: Predict the reactants needed to synthesize the given product. Given the product [NH2:1][CH:4]([C:6]1[N:11]([C:12]2[CH:17]=[CH:16][CH:15]=[CH:14][CH:13]=2)[C:10](=[O:18])[N:9]2[C:19]([Cl:22])=[CH:20][N:21]=[C:8]2[CH:7]=1)[CH3:5], predict the reactants needed to synthesize it. The reactants are: [N:1]([CH:4]([C:6]1[N:11]([C:12]2[CH:17]=[CH:16][CH:15]=[CH:14][CH:13]=2)[C:10](=[O:18])[N:9]2[C:19]([Cl:22])=[CH:20][N:21]=[C:8]2[CH:7]=1)[CH3:5])=[N+]=[N-].N.O.C1C=CC(P(C2C=CC=CC=2)C2C=CC=CC=2)=CC=1.